This data is from NCI-60 drug combinations with 297,098 pairs across 59 cell lines. The task is: Regression. Given two drug SMILES strings and cell line genomic features, predict the synergy score measuring deviation from expected non-interaction effect. (1) Drug 1: C1C(C(OC1N2C=C(C(=O)NC2=O)F)CO)O. Drug 2: CCC1=C2CN3C(=CC4=C(C3=O)COC(=O)C4(CC)O)C2=NC5=C1C=C(C=C5)O. Cell line: BT-549. Synergy scores: CSS=20.5, Synergy_ZIP=-6.49, Synergy_Bliss=-5.23, Synergy_Loewe=-2.07, Synergy_HSA=-1.07. (2) Cell line: NCIH23. Drug 2: COC1=C2C(=CC3=C1OC=C3)C=CC(=O)O2. Synergy scores: CSS=60.0, Synergy_ZIP=2.12, Synergy_Bliss=3.29, Synergy_Loewe=-40.3, Synergy_HSA=3.34. Drug 1: C1=CC(=C2C(=C1NCCNCCO)C(=O)C3=C(C=CC(=C3C2=O)O)O)NCCNCCO. (3) Drug 1: CCCS(=O)(=O)NC1=C(C(=C(C=C1)F)C(=O)C2=CNC3=C2C=C(C=N3)C4=CC=C(C=C4)Cl)F. Drug 2: C1=NC(=NC(=O)N1C2C(C(C(O2)CO)O)O)N. Cell line: TK-10. Synergy scores: CSS=11.3, Synergy_ZIP=-1.52, Synergy_Bliss=2.96, Synergy_Loewe=-0.123, Synergy_HSA=1.42. (4) Drug 1: CC1C(C(CC(O1)OC2CC(CC3=C2C(=C4C(=C3O)C(=O)C5=C(C4=O)C(=CC=C5)OC)O)(C(=O)C)O)N)O.Cl. Drug 2: CC(C)NC(=O)C1=CC=C(C=C1)CNNC.Cl. Cell line: RXF 393. Synergy scores: CSS=2.80, Synergy_ZIP=-2.88, Synergy_Bliss=3.26, Synergy_Loewe=-14.5, Synergy_HSA=1.74. (5) Drug 1: CC=C1C(=O)NC(C(=O)OC2CC(=O)NC(C(=O)NC(CSSCCC=C2)C(=O)N1)C(C)C)C(C)C. Drug 2: C1=CN(C=N1)CC(O)(P(=O)(O)O)P(=O)(O)O. Cell line: 786-0. Synergy scores: CSS=3.98, Synergy_ZIP=-5.95, Synergy_Bliss=-0.128, Synergy_Loewe=-23.0, Synergy_HSA=-0.950.